This data is from Catalyst prediction with 721,799 reactions and 888 catalyst types from USPTO. The task is: Predict which catalyst facilitates the given reaction. (1) Reactant: [NH2:1][C:2]([NH:4][C:5]1[C:6]([C:24]([NH2:26])=[O:25])=[N:7][N:8]([C:10]2[CH:15]=[CH:14][C:13]([C:16]3[CH:21]=[CH:20][CH:19]=[CH:18][C:17]=3[OH:22])=[CH:12][C:11]=2[F:23])[CH:9]=1)=[O:3].C(=O)([O-])[O-].[K+].[K+].Br[CH2:34][C:35]#[N:36]. Product: [NH2:1][C:2]([NH:4][C:5]1[C:6]([C:24]([NH2:26])=[O:25])=[N:7][N:8]([C:10]2[CH:15]=[CH:14][C:13]([C:16]3[CH:21]=[CH:20][CH:19]=[CH:18][C:17]=3[O:22][CH2:34][C:35]#[N:36])=[CH:12][C:11]=2[F:23])[CH:9]=1)=[O:3]. The catalyst class is: 3. (2) Reactant: [Br:1][C:2]1[CH:3]=[C:4]2[C:9](=[CH:10][CH:11]=1)[N:8]=[C:7]([NH:12][C:13]1[CH:14]=[C:15]([CH2:25]O)[CH:16]=[C:17]([C:19]3[CH:20]=[N:21][N:22]([CH3:24])[CH:23]=3)[CH:18]=1)[N:6]=[CH:5]2.C(N(CC)CC)C.CS(Cl)(=O)=O.[NH:39]1[CH2:43][CH2:42][CH:41]([OH:44])[CH2:40]1. Product: [Br:1][C:2]1[CH:3]=[C:4]2[C:9](=[CH:10][CH:11]=1)[N:8]=[C:7]([NH:12][C:13]1[CH:14]=[C:15]([CH:16]=[C:17]([C:19]3[CH:20]=[N:21][N:22]([CH3:24])[CH:23]=3)[CH:18]=1)[CH2:25][N:39]1[CH2:43][CH2:42][CH:41]([OH:44])[CH2:40]1)[N:6]=[CH:5]2. The catalyst class is: 4. (3) Reactant: CO[C:3]1[CH:20]=[CH:19][C:6]([CH2:7][NH:8][S:9]([C:12]2[CH:17]=[CH:16][C:15]([NH2:18])=[CH:14][CH:13]=2)(=[O:11])=[O:10])=CC=1.Cl.C(O[N:28]=O)CC(C)C.[C:30]([OH:39])(=[O:38])[C:31]1[C:32](=[CH:34][CH:35]=CC=1)[OH:33].C(=O)([O-])[O-].[K+].[K+].[C:46](#[N:48])[CH3:47]. Product: [CH:19]1[CH:20]=[CH:3][N:28]=[C:7]([NH:8][S:9]([C:12]2[CH:13]=[CH:14][C:15]([N:18]=[N:48][C:46]3[CH:35]=[CH:34][C:32]([OH:33])=[C:31]([C:30]([OH:39])=[O:38])[CH:47]=3)=[CH:16][CH:17]=2)(=[O:10])=[O:11])[CH:6]=1. The catalyst class is: 72. (4) Reactant: [C:1]1([C:7]([C:9]2[N:14]=[CH:13][C:12]([C:15]3[NH:19][C:18]([C:20]4[CH:21]=[N:22][CH:23]=[CH:24][CH:25]=4)=[N:17][CH:16]=3)=[CH:11][N:10]=2)=[O:8])[CH:6]=[CH:5][CH:4]=[CH:3][CH:2]=1.[BH4-].[Na+]. Product: [C:1]1([CH:7]([C:9]2[N:14]=[CH:13][C:12]([C:15]3[NH:19][C:18]([C:20]4[CH:21]=[N:22][CH:23]=[CH:24][CH:25]=4)=[N:17][CH:16]=3)=[CH:11][N:10]=2)[OH:8])[CH:2]=[CH:3][CH:4]=[CH:5][CH:6]=1. The catalyst class is: 5. (5) Reactant: [Cl:1][C:2]1[N:3]([CH2:10][C@:11]2([CH3:14])[CH2:13][O:12]2)[CH:4]=[C:5]([N+:7]([O-:9])=[O:8])[N:6]=1.[F:15][C:16]([F:30])([F:29])[C:17]1[CH:22]=[CH:21][C:20]([CH:23]2[CH2:28][CH2:27][NH:26][CH2:25][CH2:24]2)=[CH:19][CH:18]=1.O. The catalyst class is: 3. Product: [Cl:1][C:2]1[N:3]([CH2:10][C@@:11]([CH3:14])([OH:12])[CH2:13][N:26]2[CH2:27][CH2:28][CH:23]([C:20]3[CH:21]=[CH:22][C:17]([C:16]([F:15])([F:29])[F:30])=[CH:18][CH:19]=3)[CH2:24][CH2:25]2)[CH:4]=[C:5]([N+:7]([O-:9])=[O:8])[N:6]=1. (6) Reactant: [CH2:1]([NH:5][C:6]1[CH:11]=[CH:10][C:9]([C:12](=[O:14])[CH3:13])=[CH:8][C:7]=1[N+:15]([O-])=O)[CH:2]([CH3:4])[CH3:3]. Product: [NH2:15][C:7]1[CH:8]=[C:9]([C:12](=[O:14])[CH3:13])[CH:10]=[CH:11][C:6]=1[NH:5][CH2:1][CH:2]([CH3:3])[CH3:4]. The catalyst class is: 19. (7) Reactant: Br[C:2]1[CH:3]=[C:4]2[C:9](=[CH:10][CH:11]=1)[C:8]([Cl:12])=[N:7][N:6]=[CH:5]2.CC1(C)C2C(=C(P(C3C=CC=CC=3)C3C=CC=CC=3)C=CC=2)OC2C(P(C3C=CC=CC=3)C3C=CC=CC=3)=CC=CC1=2.C(N(CC)C(C)C)(C)C.[CH2:64]([SH:71])[C:65]1[CH:70]=[CH:69][CH:68]=[CH:67][CH:66]=1. The catalyst class is: 102. Product: [CH2:64]([S:71][C:2]1[CH:3]=[C:4]2[C:9](=[CH:10][CH:11]=1)[C:8]([Cl:12])=[N:7][N:6]=[CH:5]2)[C:65]1[CH:70]=[CH:69][CH:68]=[CH:67][CH:66]=1. (8) Product: [CH:17]1([NH:16][C:14]([C:10]2[NH:11][C:12]3[C:8]([CH:9]=2)=[C:7]([CH3:23])[CH:6]=[C:5]([O:4][CH2:3][CH2:2][N:30]2[CH2:35][CH2:34][O:33][CH2:32][CH2:31]2)[CH:13]=3)=[O:15])[CH2:22][CH2:21][CH2:20][CH2:19][CH2:18]1. The catalyst class is: 47. Reactant: Br[CH2:2][CH2:3][O:4][C:5]1[CH:13]=[C:12]2[C:8]([CH:9]=[C:10]([C:14]([NH:16][CH:17]3[CH2:22][CH2:21][CH2:20][CH2:19][CH2:18]3)=[O:15])[NH:11]2)=[C:7]([CH3:23])[CH:6]=1.C([O-])([O-])=O.[Cs+].[Cs+].[NH:30]1[CH2:35][CH2:34][O:33][CH2:32][CH2:31]1.